Dataset: Forward reaction prediction with 1.9M reactions from USPTO patents (1976-2016). Task: Predict the product of the given reaction. Given the reactants [H-].[Na+].[Br:3][C:4]1[CH:5]=[C:6]([O:13][CH3:14])[C:7]([O:11][CH3:12])=[C:8]([OH:10])[CH:9]=1.[CH2:15](Br)[C:16]1[CH:21]=[CH:20][CH:19]=[CH:18][CH:17]=1.O, predict the reaction product. The product is: [CH2:15]([O:10][C:8]1[CH:9]=[C:4]([Br:3])[CH:5]=[C:6]([O:13][CH3:14])[C:7]=1[O:11][CH3:12])[C:16]1[CH:21]=[CH:20][CH:19]=[CH:18][CH:17]=1.